From a dataset of Reaction yield outcomes from USPTO patents with 853,638 reactions. Predict the reaction yield, written as a fraction of the theoretical maximum amount of product (1.0 means a 100% yield; for example, 0.34 means a 34% yield). (1) The reactants are [F:1][C:2]([F:6])([F:5])[CH2:3][OH:4].[H-].[Na+].[Cl:9][C:10]1[CH:15]=[C:14](F)[CH:13]=[CH:12][N:11]=1. The catalyst is CN(C=O)C.C([O-])(O)=O.[Na+].O. The product is [Cl:9][C:10]1[CH:15]=[C:14]([O:4][CH2:3][C:2]([F:6])([F:5])[F:1])[CH:13]=[CH:12][N:11]=1. The yield is 0.720. (2) The reactants are [CH3:1][O:2][C:3](=[O:37])[CH:4]([C:9]1[CH:10]=[C:11]([C:23]2[CH:28]=[C:27]([C:29]([F:32])([F:31])[F:30])[CH:26]=[C:25]([C:33]([F:36])([F:35])[F:34])[CH:24]=2)[CH:12]=[C:13](OS(C(F)(F)F)(=O)=O)[CH:14]=1)[CH2:5][CH:6]([CH3:8])[CH3:7].[F:38][C:39]1[CH:45]=[CH:44][C:42]([NH2:43])=[C:41]([C:46]([F:49])([F:48])[F:47])[CH:40]=1. No catalyst specified. The product is [CH3:1][O:2][C:3](=[O:37])[CH:4]([C:9]1[CH:10]=[C:11]([C:23]2[CH:28]=[C:27]([C:29]([F:31])([F:30])[F:32])[CH:26]=[C:25]([C:33]([F:34])([F:35])[F:36])[CH:24]=2)[CH:12]=[C:13]([NH:43][C:42]2[CH:44]=[CH:45][C:39]([F:38])=[CH:40][C:41]=2[C:46]([F:47])([F:48])[F:49])[CH:14]=1)[CH2:5][CH:6]([CH3:8])[CH3:7]. The yield is 0.460. (3) The reactants are [CH3:1][NH:2][C:3]([C:5]1[S:6][C:7]([C:11]([CH3:14])([CH3:13])[CH3:12])=[CH:8][C:9]=1[NH2:10])=[O:4].[CH3:15][C:16]1[CH:21]=[CH:20][C:19]([N:22]=[C:23]=[O:24])=[CH:18][CH:17]=1. The catalyst is C1(C)C=CC=CC=1. The product is [CH3:1][NH:2][C:3]([C:5]1[S:6][C:7]([C:11]([CH3:14])([CH3:13])[CH3:12])=[CH:8][C:9]=1[NH:10][C:23]([NH:22][C:19]1[CH:20]=[CH:21][C:16]([CH3:15])=[CH:17][CH:18]=1)=[O:24])=[O:4]. The yield is 0.440. (4) The reactants are [F:1][C:2]1[CH:8]=[CH:7][C:6]([O:9][C:10]([F:13])([F:12])[F:11])=[CH:5][C:3]=1[NH2:4].[Br:14]N1C(=O)CCC1=O. The catalyst is CN(C=O)C. The product is [Br:14][C:7]1[C:6]([O:9][C:10]([F:11])([F:12])[F:13])=[CH:5][C:3]([NH2:4])=[C:2]([F:1])[CH:8]=1. The yield is 0.580. (5) The reactants are [CH:1]1[C:13]2[CH2:12][C:11]3[C:6](=[CH:7][CH:8]=[CH:9][CH:10]=3)[C:5]=2[CH:4]=[CH:3][C:2]=1[C:14](O)=[O:15].[CH3:17][O:18][C:19]1[CH:24]=[CH:23][CH:22]=[CH:21][C:20]=1[N:25]1[CH2:30][CH2:29][N:28]([CH2:31][CH2:32][CH2:33][CH2:34][NH2:35])[CH2:27][CH2:26]1.Cl. No catalyst specified. The product is [CH3:17][O:18][C:19]1[CH:24]=[CH:23][CH:22]=[CH:21][C:20]=1[N:25]1[CH2:26][CH2:27][N:28]([CH2:31][CH2:32][CH2:33][CH2:34][NH:35][C:14]([C:2]2[CH:1]=[CH:13][C:12]3[C:11]4[C:6](=[CH:7][CH:8]=[CH:9][CH:10]=4)[CH2:5][C:4]=3[CH:3]=2)=[O:15])[CH2:29][CH2:30]1. The yield is 0.740. (6) The reactants are [C:1]([O:5][C:6]([N:8]1[CH2:13][CH:12]=[C:11]([C:14]2[N:35]=[CH:34][C:17]3[C:18]4[N:22]([CH2:23][CH2:24][O:25][C:16]=3[CH:15]=2)[CH:21]=[C:20]([C:26]2[N:27]([CH:31]([CH3:33])[CH3:32])[N:28]=[CH:29][N:30]=2)[N:19]=4)[CH2:10][CH2:9]1)=[O:7])([CH3:4])([CH3:3])[CH3:2]. The catalyst is [Pt]=O. The product is [C:1]([O:5][C:6]([N:8]1[CH2:9][CH2:10][CH:11]([C:14]2[N:35]=[CH:34][C:17]3[C:18]4[N:22]([CH2:23][CH2:24][O:25][C:16]=3[CH:15]=2)[CH:21]=[C:20]([C:26]2[N:27]([CH:31]([CH3:32])[CH3:33])[N:28]=[CH:29][N:30]=2)[N:19]=4)[CH2:12][CH2:13]1)=[O:7])([CH3:3])([CH3:2])[CH3:4]. The yield is 0.640. (7) The reactants are [NH:1]([C:3]1[CH:8]=[CH:7][NH:6][C:5](=[O:9])[CH:4]=1)[NH2:2].[CH3:10][C:11]([CH3:18])([CH3:17])[C:12](=O)[CH2:13][C:14]#[N:15]. No catalyst specified. The product is [NH2:15][C:14]1[N:1]([C:3]2[CH:8]=[CH:7][NH:6][C:5](=[O:9])[CH:4]=2)[N:2]=[C:12]([C:11]([CH3:18])([CH3:17])[CH3:10])[CH:13]=1. The yield is 0.330. (8) The reactants are Cl[CH2:2][C:3]([NH:5][C:6]1[N:11]=[C:10]2[N:12]([CH2:24][CH3:25])[C:13]([C:15]([N:17]([CH:21]3[CH2:23][CH2:22]3)[CH:18]3[CH2:20][CH2:19]3)=[O:16])=[CH:14][C:9]2=[C:8]2[N:26]([CH3:29])[CH:27]=[N:28][C:7]=12)=O.[C:30]([NH2:33])(=[S:32])[CH3:31]. The catalyst is CN(C=O)C. The product is [CH:18]1([N:17]([CH:21]2[CH2:23][CH2:22]2)[C:15]([C:13]2[N:12]([CH2:24][CH3:25])[C:10]3=[N:11][C:6]([NH:5][C:3]4[N:33]=[C:30]([CH3:31])[S:32][CH:2]=4)=[C:7]4[N:28]=[CH:27][N:26]([CH3:29])[C:8]4=[C:9]3[CH:14]=2)=[O:16])[CH2:20][CH2:19]1. The yield is 0.0660. (9) The reactants are [Br:1][C:2]1[C:3](F)=[C:4]2[C:10]([NH:11][C:12](=[O:17])[C@@H:13]([O:15][CH3:16])[CH3:14])=[CH:9][NH:8][C:5]2=[N:6][CH:7]=1.[NH:19]1[CH2:23][CH2:22][C@@H:21]([NH:24][C:25](=[O:31])[O:26][C:27]([CH3:30])([CH3:29])[CH3:28])[CH2:20]1.CCN(C(C)C)C(C)C. The catalyst is CCCCO. The product is [Br:1][C:2]1[C:3]([N:19]2[CH2:23][CH2:22][C@@H:21]([NH:24][C:25](=[O:31])[O:26][C:27]([CH3:29])([CH3:28])[CH3:30])[CH2:20]2)=[C:4]2[C:10]([NH:11][C:12](=[O:17])[C@@H:13]([O:15][CH3:16])[CH3:14])=[CH:9][NH:8][C:5]2=[N:6][CH:7]=1. The yield is 0.600. (10) The reactants are [CH3:1][CH:2]([CH3:31])[CH2:3][CH:4]([C:15]1[S:16][C:17]([C:21]2[CH:26]=[CH:25][C:24]([C:27]([F:30])([F:29])[F:28])=[CH:23][CH:22]=2)=[CH:18][C:19]=1[CH3:20])OC1C=CC(C(O)=O)=CC=1.CNC[CH2:35][C:36]([O:38]CC)=[O:37].Cl.C(N=C=N[CH2:47][CH2:48][CH2:49][N:50]([CH3:52])[CH3:51])C.[OH2:53].OC1[C:63]2N=N[NH:60][C:59]=2[CH:58]=[CH:57]C=1. The catalyst is CN(C)C=O.C(OCC)(=O)C. The product is [CH3:52][N:50]([C:49]([C:48]1[CH:47]=[CH:63][C:59]([NH:60][CH:4]([C:15]2[S:16][C:17]([C:21]3[CH:26]=[CH:25][C:24]([C:27]([F:28])([F:30])[F:29])=[CH:23][CH:22]=3)=[CH:18][C:19]=2[CH3:20])[CH2:3][CH:2]([CH3:1])[CH3:31])=[CH:58][CH:57]=1)=[O:53])[CH2:51][CH2:35][C:36]([OH:38])=[O:37]. The yield is 0.780.